Dataset: Forward reaction prediction with 1.9M reactions from USPTO patents (1976-2016). Task: Predict the product of the given reaction. (1) The product is: [OH:3][CH:1]([C:4]1[O:8][C:7]([NH:9][C:10](=[O:27])[CH:11]([NH:15][C:16](=[O:26])[CH2:17][C:18]2[CH:23]=[C:22]([F:24])[CH:21]=[C:20]([F:25])[CH:19]=2)[CH2:12][CH2:13][CH3:14])=[N:6][CH:5]=1)[CH3:2]. Given the reactants [C:1]([C:4]1[O:8][C:7]([NH:9][C:10](=[O:27])[CH:11]([NH:15][C:16](=[O:26])[CH2:17][C:18]2[CH:23]=[C:22]([F:24])[CH:21]=[C:20]([F:25])[CH:19]=2)[CH2:12][CH2:13][CH3:14])=[N:6][CH:5]=1)(=[O:3])[CH3:2].[BH4-].[Na+], predict the reaction product. (2) Given the reactants [Cl:1][C:2]1[C:13]2[C:14]3[C:5]([CH2:6][CH2:7][N:8]([CH:15]4[CH2:20][CH2:19][CH:18]([CH:21]=O)[CH2:17][CH2:16]4)[C:9]=3[CH:10]=[CH:11][CH:12]=2)=[CH:4][N:3]=1.[CH3:23][O:24][C:25]1[CH:32]=[CH:31][C:28]([CH2:29][NH2:30])=[CH:27][CH:26]=1, predict the reaction product. The product is: [Cl:1][C:2]1[C:13]2[C:14]3[C:5]([CH2:6][CH2:7][N:8]([CH:15]4[CH2:20][CH2:19][CH:18]([CH2:21][NH:30][CH2:29][C:28]5[CH:31]=[CH:32][C:25]([O:24][CH3:23])=[CH:26][CH:27]=5)[CH2:17][CH2:16]4)[C:9]=3[CH:10]=[CH:11][CH:12]=2)=[CH:4][N:3]=1. (3) Given the reactants [Br:1][C:2]1[C:3]([S:11][C:12]2[NH:13][C:14]3[CH:19]=[CH:18][N:17]=[C:16]([NH2:20])[C:15]=3[N:21]=2)=[CH:4][C:5]2[O:9][CH2:8][O:7][C:6]=2[CH:10]=1.[C:22]([O:25][CH2:26][CH2:27][CH2:28]Br)(=[O:24])[CH3:23].C([O-])([O-])=O.[Cs+].[Cs+], predict the reaction product. The product is: [C:22]([O:25][CH2:26][CH2:27][CH2:28][N:13]1[C:14]2[CH:19]=[CH:18][N:17]=[C:16]([NH2:20])[C:15]=2[N:21]=[C:12]1[S:11][C:3]1[C:2]([Br:1])=[CH:10][C:6]2[O:7][CH2:8][O:9][C:5]=2[CH:4]=1)(=[O:24])[CH3:23]. (4) Given the reactants [Cl:1][C:2]1[CH:3]=[C:4]2[C:9](=[CH:10][C:11]=1[CH3:12])[N:8]=[C:7]([C:13]1[CH:18]=[CH:17][CH:16]=[CH:15][CH:14]=1)[CH:6]=[CH:5]2.CC(N=NC(C#N)(C)C)(C#N)C.C1C(=O)N(Br)C(=[O:34])C1.C([O-])(O)=O.[Na+], predict the reaction product. The product is: [Cl:1][C:2]1[CH:3]=[C:4]2[C:9](=[CH:10][C:11]=1[CH:12]=[O:34])[N:8]=[C:7]([C:13]1[CH:14]=[CH:15][CH:16]=[CH:17][CH:18]=1)[CH:6]=[CH:5]2. (5) Given the reactants [CH:1]([N:4]1[C:8]([C:9]2[N:18]=[C:17]3[N:11]([CH2:12][CH2:13][O:14][C:15]4[CH:22]=[C:21]([C:23]5[CH2:28][CH2:27][NH:26][CH2:25][C:24]=5[C:29]([NH2:31])=[O:30])[CH:20]=[CH:19][C:16]=43)[CH:10]=2)=[N:7][CH:6]=[N:5]1)([CH3:3])[CH3:2].C=O.[C:34](O[BH-](OC(=O)C)OC(=O)C)(=O)C.[Na+].C(O)(=O)C.C(=O)([O-])O.[Na+], predict the reaction product. The product is: [CH:1]([N:4]1[C:8]([C:9]2[N:18]=[C:17]3[C:16]4[CH:19]=[CH:20][C:21]([C:23]5[CH:24]([C:29]([NH2:31])=[O:30])[CH2:25][N:26]([CH3:34])[CH2:27][CH:28]=5)=[CH:22][C:15]=4[O:14][CH2:13][CH2:12][N:11]3[CH:10]=2)=[N:7][CH:6]=[N:5]1)([CH3:3])[CH3:2]. (6) The product is: [F:24][C:18]1[CH:19]=[C:20]([CH3:23])[CH:21]=[CH:22][C:17]=1[CH2:16][O:15][C:12]1[C:11]([C:25]([NH2:26])=[O:27])=[C:10]([NH:9][C:8]([NH:39][CH2:38][CH2:37][CH2:36][N:33]2[CH2:32][CH2:31][N:30]([CH3:29])[CH2:35][CH2:34]2)=[O:28])[S:14][N:13]=1. Given the reactants C1(O[C:8](=[O:28])[NH:9][C:10]2[S:14][N:13]=[C:12]([O:15][CH2:16][C:17]3[CH:22]=[CH:21][C:20]([CH3:23])=[CH:19][C:18]=3[F:24])[C:11]=2[C:25](=[O:27])[NH2:26])C=CC=CC=1.[CH3:29][N:30]1[CH2:35][CH2:34][N:33]([CH2:36][CH2:37][CH2:38][NH2:39])[CH2:32][CH2:31]1, predict the reaction product. (7) The product is: [NH2:11][C:5]1[CH:4]=[CH:3][C:2]([CH3:1])=[C:7]([N+:8]([O-:10])=[O:9])[C:6]=1[NH2:18].[OH:41][N:40]([C:22]1[C:21]([N+:28]([O-:30])=[O:29])=[C:20]([CH3:31])[CH:19]=[CH:24][CH:23]=1)[OH:42]. Given the reactants [CH3:1][C:2]1[C:7]([N+:8]([O-:10])=[O:9])=[CH:6][C:5]([N+:11]([O-])=O)=[CH:4][C:3]=1[N+]([O-])=O.O[NH:18][C:19]1[CH:24]=[C:23]([N+]([O-])=O)[CH:22]=[C:21]([N+:28]([O-:30])=[O:29])[C:20]=1[CH3:31].ONC1C=C([N+:40]([O-:42])=[O:41])C(C)=C([N+]([O-])=O)C=1.NC1C=C([N+]([O-])=O)C=C([N+]([O-])=O)C=1C.NC1C=C([N+]([O-])=O)C(C)=C([N+]([O-])=O)C=1, predict the reaction product. (8) Given the reactants [NH2:1][CH2:2][CH2:3][NH:4][C:5]([C:7]1[N:15]=[C:14]2[C:10]([N:11]=[CH:12][N:13]2[C@@H:16]2[CH2:20][C@H:19]([NH:21][C:22](=[O:25])CC)[C@@H:18]([OH:26])[C@H:17]2[OH:27])=[C:9]([NH:28][CH2:29][CH:30]([C:37]2[CH:42]=[CH:41][CH:40]=[CH:39][CH:38]=2)[C:31]2[CH:36]=[CH:35][CH:34]=[CH:33][CH:32]=2)[N:8]=1)=[O:6].COC(C1N=C2C(N=CN2[C@@H]2C[C@H](N(C([O:68][C:69]([CH3:72])([CH3:71])[CH3:70])=O)C(=O)CC)[C@@H](O)[C@H]2O)=C(NCC(C2C=CC=CC=2)C2C=CC=CC=2)N=1)=O, predict the reaction product. The product is: [C:69]([O:68][C:22](=[O:25])[NH:21][C@H:19]1[CH2:20][C@@H:16]([N:13]2[CH:12]=[N:11][C:10]3[C:14]2=[N:15][C:7]([C:5](=[O:6])[NH:4][CH2:3][CH2:2][NH2:1])=[N:8][C:9]=3[NH:28][CH2:29][CH:30]([C:37]2[CH:42]=[CH:41][CH:40]=[CH:39][CH:38]=2)[C:31]2[CH:32]=[CH:33][CH:34]=[CH:35][CH:36]=2)[C@H:17]([OH:27])[C@@H:18]1[OH:26])([CH3:72])([CH3:71])[CH3:70]. (9) Given the reactants Br[C:2]1[CH:7]=[CH:6][C:5]([C:8]2[N:9]([CH2:15][C@@H:16]3[CH2:20][CH2:19][N:18]([C:21]([CH:23]4[CH2:25][CH2:24]4)=[O:22])[CH2:17]3)[C:10](=[O:14])[N:11]([CH3:13])[N:12]=2)=[CH:4][CH:3]=1.[Cl:26][C:27]1[CH:32]=[C:31]([O:33][CH3:34])[CH:30]=[CH:29][C:28]=1B(O)O.[O-]P([O-])([O-])=O.[K+].[K+].[K+], predict the reaction product. The product is: [Cl:26][C:27]1[CH:32]=[C:31]([O:33][CH3:34])[CH:30]=[CH:29][C:28]=1[C:2]1[CH:7]=[CH:6][C:5]([C:8]2[N:9]([CH2:15][C@@H:16]3[CH2:20][CH2:19][N:18]([C:21]([CH:23]4[CH2:24][CH2:25]4)=[O:22])[CH2:17]3)[C:10](=[O:14])[N:11]([CH3:13])[N:12]=2)=[CH:4][CH:3]=1.